Dataset: NCI-60 drug combinations with 297,098 pairs across 59 cell lines. Task: Regression. Given two drug SMILES strings and cell line genomic features, predict the synergy score measuring deviation from expected non-interaction effect. (1) Synergy scores: CSS=6.85, Synergy_ZIP=-4.76, Synergy_Bliss=6.08, Synergy_Loewe=0.348, Synergy_HSA=1.37. Cell line: OVCAR-5. Drug 2: C1=C(C(=O)NC(=O)N1)N(CCCl)CCCl. Drug 1: CC1C(C(CC(O1)OC2CC(CC3=C2C(=C4C(=C3O)C(=O)C5=C(C4=O)C(=CC=C5)OC)O)(C(=O)CO)O)N)O.Cl. (2) Drug 1: C1C(C(OC1N2C=NC3=C(N=C(N=C32)Cl)N)CO)O. Drug 2: C(=O)(N)NO. Cell line: NCI-H226. Synergy scores: CSS=2.93, Synergy_ZIP=-0.917, Synergy_Bliss=-1.81, Synergy_Loewe=1.46, Synergy_HSA=-0.937. (3) Drug 1: C1=NC2=C(N=C(N=C2N1C3C(C(C(O3)CO)O)O)F)N. Drug 2: CC1=C(C=C(C=C1)NC(=O)C2=CC=C(C=C2)CN3CCN(CC3)C)NC4=NC=CC(=N4)C5=CN=CC=C5. Cell line: NCI-H522. Synergy scores: CSS=19.0, Synergy_ZIP=-5.26, Synergy_Bliss=-2.80, Synergy_Loewe=-7.35, Synergy_HSA=-1.95. (4) Drug 1: CC1C(C(CC(O1)OC2CC(CC3=C2C(=C4C(=C3O)C(=O)C5=C(C4=O)C(=CC=C5)OC)O)(C(=O)CO)O)N)O.Cl. Drug 2: CC12CCC3C(C1CCC2OP(=O)(O)O)CCC4=C3C=CC(=C4)OC(=O)N(CCCl)CCCl.[Na+]. Cell line: HCT116. Synergy scores: CSS=24.7, Synergy_ZIP=-1.26, Synergy_Bliss=0.281, Synergy_Loewe=1.08, Synergy_HSA=0.799. (5) Drug 1: CC1=C(C=C(C=C1)C(=O)NC2=CC(=CC(=C2)C(F)(F)F)N3C=C(N=C3)C)NC4=NC=CC(=N4)C5=CN=CC=C5. Drug 2: C1=CC=C(C=C1)NC(=O)CCCCCCC(=O)NO. Cell line: NCI-H226. Synergy scores: CSS=0.727, Synergy_ZIP=1.52, Synergy_Bliss=2.56, Synergy_Loewe=-6.46, Synergy_HSA=-4.51. (6) Drug 1: C1CCC(CC1)NC(=O)N(CCCl)N=O. Cell line: M14. Synergy scores: CSS=8.00, Synergy_ZIP=6.02, Synergy_Bliss=5.31, Synergy_Loewe=-3.46, Synergy_HSA=0.779. Drug 2: C(=O)(N)NO. (7) Drug 1: CC(C1=C(C=CC(=C1Cl)F)Cl)OC2=C(N=CC(=C2)C3=CN(N=C3)C4CCNCC4)N. Drug 2: CC12CCC3C(C1CCC2=O)CC(=C)C4=CC(=O)C=CC34C. Cell line: LOX IMVI. Synergy scores: CSS=45.1, Synergy_ZIP=-0.300, Synergy_Bliss=-4.53, Synergy_Loewe=-3.32, Synergy_HSA=-3.23.